From a dataset of Serine/threonine kinase 33 screen with 319,792 compounds. Binary Classification. Given a drug SMILES string, predict its activity (active/inactive) in a high-throughput screening assay against a specified biological target. The compound is O(c1c(C(=O)NCCCNC(=O)c2ccc(nc2)C)cccc1C)C. The result is 0 (inactive).